Dataset: Full USPTO retrosynthesis dataset with 1.9M reactions from patents (1976-2016). Task: Predict the reactants needed to synthesize the given product. (1) Given the product [CH3:1][C:2]([O:4][CH2:5][C:6]1[CH2:25][S:24][C@@H:9]2[C@H:10]([NH2:13])[C:11](=[O:12])[N:8]2[C:7]=1[C:26]([OH:28])=[O:27])=[O:3], predict the reactants needed to synthesize it. The reactants are: [CH3:1][C:2]([O:4][CH2:5][C:6]1[CH2:25][S:24][C@@H:9]2[C@H:10]([NH:13]C(CCC[C@@H](N)C(O)=O)=O)[C:11](=[O:12])[N:8]2[C:7]=1[C:26]([OH:28])=[O:27])=[O:3].CC(OCC1CS[C@@H]2[C@H](NC(CCCC(O)=O)=O)C(=O)N2C=1C(O)=O)=O. (2) Given the product [CH2:19]([CH:16]([CH2:17][CH3:18])[CH2:15][N:11]1[C:12]2[C:7](=[C:6]([OH:28])[C:5]([C:3]([NH:29][CH2:30][CH2:31][C:32]([OH:34])=[O:33])=[O:4])=[N:14][CH:13]=2)[CH:8]=[C:9]([C:22]2[CH:27]=[CH:26][CH:25]=[CH:24][CH:23]=2)[C:10]1=[O:21])[CH3:20], predict the reactants needed to synthesize it. The reactants are: CO[C:3]([C:5]1[C:6]([OH:28])=[C:7]2[C:12](=[CH:13][N:14]=1)[N:11]([CH2:15][CH:16]([CH2:19][CH3:20])[CH2:17][CH3:18])[C:10](=[O:21])[C:9]([C:22]1[CH:27]=[CH:26][CH:25]=[CH:24][CH:23]=1)=[CH:8]2)=[O:4].[NH2:29][CH2:30][CH2:31][C:32]([OH:34])=[O:33].C[O-].[Na+]. (3) Given the product [CH3:1][O:2][C:3]([C:5]1[CH:6]=[CH:7][C:8]2[O:12][C:11]([C:13]([CH2:33][CH3:34])([C:17]3[CH:27]=[CH:22][C:23]([OH:28])=[C:24]([CH2:25][CH3:26])[CH:18]=3)[CH2:14][CH3:15])=[CH:10][C:9]=2[CH:19]=1)=[O:4], predict the reactants needed to synthesize it. The reactants are: [CH3:1][O:2][C:3]([C:5]1[CH:6]=[CH:7][C:8]2[O:12][C:11]([C:13]([CH2:17][CH3:18])(O)[CH2:14][CH3:15])=[CH:10][C:9]=2[CH:19]=1)=[O:4].C([C:22]1[CH:27]=[CH:26][CH:25]=[CH:24][C:23]=1[OH:28])C.B(F)(F)F.[CH3:33][CH2:34]OCC. (4) Given the product [NH2:1][C:2]1[N:7]=[C:6]([CH3:8])[C:5]([CH2:9][CH2:10][CH2:11][N:12]([CH2:13][C:14]2[CH:19]=[CH:18][CH:17]=[C:16]([CH2:20][C:21]([O:23][CH3:24])=[O:22])[CH:15]=2)[C:34](=[O:35])[CH2:33][CH2:32][C:31]([O:38][CH3:39])=[O:37])=[C:4]([NH:25][CH2:26][CH2:27][CH2:28][CH2:29][CH3:30])[N:3]=1, predict the reactants needed to synthesize it. The reactants are: [NH2:1][C:2]1[N:7]=[C:6]([CH3:8])[C:5]([CH2:9][CH2:10][CH2:11][NH:12][CH2:13][C:14]2[CH:15]=[C:16]([CH2:20][C:21]([O:23][CH3:24])=[O:22])[CH:17]=[CH:18][CH:19]=2)=[C:4]([NH:25][CH2:26][CH2:27][CH2:28][CH2:29][CH3:30])[N:3]=1.[C:31]([O:38][CH3:39])(=[O:37])[CH2:32][CH2:33][C:34]([O-])=[O:35].CN(C(ON1N=NC2C=CC=NC1=2)=[N+](C)C)C.F[P-](F)(F)(F)(F)F. (5) Given the product [C:31]([C:28]1[CH:29]=[CH:30][C:24]2[O:23][C:22]([C:20]([C:12]3[C:13]([O:18][CH3:19])=[CH:14][C:15]([CH3:17])=[C:16]4[C:11]=3[CH:10]=[CH:9][N:8]4[C:6]([O:5][C:1]([CH3:3])([CH3:2])[CH3:4])=[O:7])=[O:21])=[N:26][C:25]=2[CH:27]=1)#[N:32], predict the reactants needed to synthesize it. The reactants are: [C:1]([O:5][C:6]([N:8]1[C:16]2[C:11](=[C:12]([CH:20]([C:22]3[O:23][C:24]4[CH:30]=[CH:29][C:28]([C:31]#[N:32])=[CH:27][C:25]=4[N:26]=3)[OH:21])[C:13]([O:18][CH3:19])=[CH:14][C:15]=2[CH3:17])[CH:10]=[CH:9]1)=[O:7])([CH3:4])([CH3:3])[CH3:2].